This data is from Full USPTO retrosynthesis dataset with 1.9M reactions from patents (1976-2016). The task is: Predict the reactants needed to synthesize the given product. (1) The reactants are: [CH2:1]1[O:9][CH:2]1[C:3]1[CH:8]=[CH:7][CH:6]=[CH:5][CH:4]=1.[OH2:10]. Given the product [CH:6]1[CH:5]=[CH:4][C:3]([CH:2]([OH:10])[CH2:1][OH:9])=[CH:8][CH:7]=1, predict the reactants needed to synthesize it. (2) Given the product [CH3:12][C:11]1([CH3:16])[O:6][C@@H:2]([CH2:1][C:7]([OH:9])=[O:8])[C:3](=[O:5])[O:4]1, predict the reactants needed to synthesize it. The reactants are: [CH2:1]([C:7]([OH:9])=[O:8])[C@H:2]([OH:6])[C:3]([OH:5])=[O:4].O.[C:11]1(C)[CH:16]=CC(S(O)(=O)=O)=C[CH:12]=1. (3) The reactants are: [CH3:1][CH2:2][CH2:3][CH2:4][CH2:5][N:6]([CH2:8][CH2:9][C:10]([P:16]([OH:19])([OH:18])=[O:17])([P:12]([OH:15])([OH:14])=[O:13])[OH:11])[CH3:7].[OH-].[Na+:21].CC(C)=O. Given the product [CH3:1][CH2:2][CH2:3][CH2:4][CH2:5][N:6]([CH2:8][CH2:9][C:10]([P:16]([O-:19])([OH:18])=[O:17])([P:12]([OH:15])([OH:14])=[O:13])[OH:11])[CH3:7].[Na+:21], predict the reactants needed to synthesize it. (4) Given the product [Cl:1][C:2]1[C:7]2[C:6](=[N:9][CH:12]=[CH:13][N:8]=2)[CH:5]=[C:4]([Cl:10])[N:3]=1, predict the reactants needed to synthesize it. The reactants are: [Cl:1][C:2]1[C:7]([NH2:8])=[C:6]([NH2:9])[CH:5]=[C:4]([Cl:10])[N:3]=1.O.[CH2:12](O)[CH3:13].